This data is from Forward reaction prediction with 1.9M reactions from USPTO patents (1976-2016). The task is: Predict the product of the given reaction. (1) Given the reactants [OH:1][CH2:2][CH2:3][O:4][C:5]1[CH:10]=[CH:9][C:8]([C:11]2[CH:16]=[CH:15][C:14]([C:17]([OH:19])=[O:18])=[CH:13][CH:12]=2)=[C:7]([CH3:20])[C:6]=1[CH3:21].[CH2:22](Br)[C:23]1[CH:28]=[CH:27][CH:26]=[CH:25][CH:24]=1.C(=O)([O-])[O-].[K+].[K+], predict the reaction product. The product is: [OH:1][CH2:2][CH2:3][O:4][C:5]1[CH:10]=[CH:9][C:8]([C:11]2[CH:16]=[CH:15][C:14]([C:17]([O:19][CH2:22][C:23]3[CH:28]=[CH:27][CH:26]=[CH:25][CH:24]=3)=[O:18])=[CH:13][CH:12]=2)=[C:7]([CH3:20])[C:6]=1[CH3:21]. (2) Given the reactants [C:1]([O:5][C:6]([N:8]1[CH2:13][CH2:12][N:11]([C:14]2[CH:19]=[CH:18][C:17]([C:20]#[N:21])=[CH:16][N:15]=2)[CH2:10][CH2:9]1)=[O:7])([CH3:4])([CH3:3])[CH3:2].[CH3:22][Mg]Br.[Cl-].[NH4+], predict the reaction product. The product is: [NH2:21][CH:20]([C:17]1[CH:18]=[CH:19][C:14]([N:11]2[CH2:12][CH2:13][N:8]([C:6]([O:5][C:1]([CH3:4])([CH3:2])[CH3:3])=[O:7])[CH2:9][CH2:10]2)=[N:15][CH:16]=1)[CH3:22]. (3) Given the reactants [Cl:1][C:2]1[C:3]([O:11][CH2:12][CH:13]2[CH2:15][CH2:14]2)=[CH:4][C:5]([C:8]([OH:10])=O)=[N:6][CH:7]=1.[NH2:16][C:17]([CH3:24])([CH2:20][CH:21]([CH3:23])[CH3:22])[CH2:18][OH:19], predict the reaction product. The product is: [OH:19][CH2:18][C:17]([NH:16][C:8]([C:5]1[CH:4]=[C:3]([O:11][CH2:12][CH:13]2[CH2:15][CH2:14]2)[C:2]([Cl:1])=[CH:7][N:6]=1)=[O:10])([CH3:24])[CH2:20][CH:21]([CH3:23])[CH3:22]. (4) Given the reactants [Cl:1][C:2]1[CH:10]=[CH:9][C:8]2[NH:7][C:6]3[CH2:11][CH2:12][N:13]([CH3:16])[CH2:14][CH2:15][C:5]=3[C:4]=2[CH:3]=1.Br[CH:18]=[C:19]([C:21]1[CH:26]=[CH:25][C:24]([Cl:27])=[CH:23][C:22]=1[Cl:28])[CH3:20].N1CCC[C@H]1C(O)=O.[O-]P([O-])([O-])=O.[K+].[K+].[K+], predict the reaction product. The product is: [Cl:1][C:2]1[CH:10]=[CH:9][C:8]2[N:7](/[CH:18]=[C:19](/[C:21]3[CH:26]=[CH:25][C:24]([Cl:27])=[CH:23][C:22]=3[Cl:28])\[CH3:20])[C:6]3[CH2:11][CH2:12][N:13]([CH3:16])[CH2:14][CH2:15][C:5]=3[C:4]=2[CH:3]=1. (5) The product is: [Cl:1][C:2]1[C:3]([O:12][C:13]2[CH:18]=[C:17]([O:19][CH2:20][CH2:21][O:22][CH3:23])[CH:16]=[CH:15][C:14]=2/[CH:24]=[CH:25]/[C:26]([NH:52][S:49]([C:45]2[CH:46]=[CH:47][CH:48]=[C:43]([C:41]#[N:42])[CH:44]=2)(=[O:50])=[O:51])=[O:28])=[N:4][CH:5]=[C:6]([C:8]([F:11])([F:10])[F:9])[CH:7]=1. Given the reactants [Cl:1][C:2]1[C:3]([O:12][C:13]2[CH:18]=[C:17]([O:19][CH2:20][CH2:21][O:22][CH3:23])[CH:16]=[CH:15][C:14]=2/[CH:24]=[CH:25]/[C:26]([OH:28])=O)=[N:4][CH:5]=[C:6]([C:8]([F:11])([F:10])[F:9])[CH:7]=1.Cl.C(N=C=NCCCN(C)C)C.[C:41]([C:43]1[CH:44]=[C:45]([S:49]([NH2:52])(=[O:51])=[O:50])[CH:46]=[CH:47][CH:48]=1)#[N:42].Cl, predict the reaction product. (6) Given the reactants [CH2:1]([O:3][C:4]([C:6]1[C:10]([C:11]2[CH:16]=[CH:15][CH:14]=[CH:13][C:12]=2[F:17])=[CH:9][S:8][C:7]=1[NH2:18])=[O:5])[CH3:2].C(N(CC)CC)C.[F:26][C:27]([F:38])([F:37])[C:28](O[C:28](=[O:29])[C:27]([F:38])([F:37])[F:26])=[O:29].O, predict the reaction product. The product is: [CH2:1]([O:3][C:4]([C:6]1[C:10]([C:11]2[CH:16]=[CH:15][CH:14]=[CH:13][C:12]=2[F:17])=[CH:9][S:8][C:7]=1[NH:18][C:28](=[O:29])[C:27]([F:38])([F:37])[F:26])=[O:5])[CH3:2]. (7) Given the reactants C([N:8]1[CH2:14][CH2:13][CH2:12][CH2:11][CH:10]([CH2:15][O:16][C:17]2[CH:22]=[CH:21][C:20]([F:23])=[C:19]([CH3:24])[CH:18]=2)[CH2:9]1)C1C=CC=CC=1, predict the reaction product. The product is: [F:23][C:20]1[CH:21]=[CH:22][C:17]([O:16][CH2:15][CH:10]2[CH2:11][CH2:12][CH2:13][CH2:14][NH:8][CH2:9]2)=[CH:18][C:19]=1[CH3:24]. (8) Given the reactants [Br:1][C:2]1[CH:3]=[C:4]([CH:7]=[C:8]([OH:11])[C:9]=1[OH:10])[CH:5]=[O:6].[F-].[K+].O=P12OP3(OP(OP(O3)(O1)=O)(=O)O2)=O.[CH2:28](Br)Br, predict the reaction product. The product is: [Br:1][C:2]1[CH:3]=[C:4]([CH:7]=[C:8]2[O:11][CH2:28][O:10][C:9]=12)[CH:5]=[O:6]. (9) Given the reactants C([N:8]([CH3:40])[CH:9]1[CH2:14][CH2:13][CH:12]([N:15]([CH2:28][C:29]2[CH:30]=[C:31](B(O)O)[CH:32]=[CH:33][C:34]=2[O:35][CH3:36])[C:16]([C:18]2[S:22][C:21]3[CH:23]=[CH:24][CH:25]=[CH:26][C:20]=3[C:19]=2[Cl:27])=[O:17])[CH2:11][CH2:10]1)(OC(C)(C)C)=O.Br[C:42]1[CH:43]=[CH:44][C:45]([NH:48][CH3:49])=[N:46][CH:47]=1, predict the reaction product. The product is: [ClH:27].[ClH:27].[CH3:36][O:35][C:34]1[CH:33]=[CH:32][C:31]([C:42]2[CH:47]=[N:46][C:45]([NH:48][CH3:49])=[CH:44][CH:43]=2)=[CH:30][C:29]=1[CH2:28][N:15]([CH:12]1[CH2:13][CH2:14][CH:9]([NH:8][CH3:40])[CH2:10][CH2:11]1)[C:16]([C:18]1[S:22][C:21]2[CH:23]=[CH:24][CH:25]=[CH:26][C:20]=2[C:19]=1[Cl:27])=[O:17].